From a dataset of Reaction yield outcomes from USPTO patents with 853,638 reactions. Predict the reaction yield, written as a fraction of the theoretical maximum amount of product (1.0 means a 100% yield; for example, 0.34 means a 34% yield). The reactants are [OH:1][C:2]1[C:11]2[C:6](=[C:7]([C:12]([OH:14])=[O:13])[CH:8]=[CH:9][CH:10]=2)[N:5]=[CH:4][N:3]=1.OS(O)(=O)=O.O.C([O-])(O)=O.[Na+].[CH2:26](O)[CH3:27]. No catalyst specified. The product is [OH:1][C:2]1[C:11]2[C:6](=[C:7]([C:12]([O:14][CH2:26][CH3:27])=[O:13])[CH:8]=[CH:9][CH:10]=2)[N:5]=[CH:4][N:3]=1. The yield is 0.890.